Task: Regression. Given two drug SMILES strings and cell line genomic features, predict the synergy score measuring deviation from expected non-interaction effect.. Dataset: NCI-60 drug combinations with 297,098 pairs across 59 cell lines (1) Drug 1: CC1=CC=C(C=C1)C2=CC(=NN2C3=CC=C(C=C3)S(=O)(=O)N)C(F)(F)F. Drug 2: C1=NC2=C(N=C(N=C2N1C3C(C(C(O3)CO)O)F)Cl)N. Cell line: UACC62. Synergy scores: CSS=2.03, Synergy_ZIP=-0.803, Synergy_Bliss=-0.262, Synergy_Loewe=0.225, Synergy_HSA=-0.625. (2) Drug 1: CC1=C2C(C(=O)C3(C(CC4C(C3C(C(C2(C)C)(CC1OC(=O)C(C(C5=CC=CC=C5)NC(=O)OC(C)(C)C)O)O)OC(=O)C6=CC=CC=C6)(CO4)OC(=O)C)OC)C)OC. Drug 2: C1CC(=O)NC(=O)C1N2C(=O)C3=CC=CC=C3C2=O. Cell line: SK-MEL-28. Synergy scores: CSS=39.8, Synergy_ZIP=6.19, Synergy_Bliss=9.02, Synergy_Loewe=-7.03, Synergy_HSA=8.86. (3) Drug 1: C1CCN(CC1)CCOC2=CC=C(C=C2)C(=O)C3=C(SC4=C3C=CC(=C4)O)C5=CC=C(C=C5)O. Drug 2: COC1=C2C(=CC3=C1OC=C3)C=CC(=O)O2. Cell line: DU-145. Synergy scores: CSS=3.35, Synergy_ZIP=0.276, Synergy_Bliss=0.394, Synergy_Loewe=-1.26, Synergy_HSA=-2.17. (4) Drug 1: C1=CC(=CC=C1CCC2=CNC3=C2C(=O)NC(=N3)N)C(=O)NC(CCC(=O)O)C(=O)O. Drug 2: CC1C(C(CC(O1)OC2CC(CC3=C2C(=C4C(=C3O)C(=O)C5=CC=CC=C5C4=O)O)(C(=O)C)O)N)O. Cell line: HS 578T. Synergy scores: CSS=42.1, Synergy_ZIP=-5.71, Synergy_Bliss=-9.54, Synergy_Loewe=-57.6, Synergy_HSA=-3.80. (5) Drug 2: CC1C(C(CC(O1)OC2CC(CC3=C2C(=C4C(=C3O)C(=O)C5=C(C4=O)C(=CC=C5)OC)O)(C(=O)C)O)N)O.Cl. Drug 1: CS(=O)(=O)C1=CC(=C(C=C1)C(=O)NC2=CC(=C(C=C2)Cl)C3=CC=CC=N3)Cl. Synergy scores: CSS=6.47, Synergy_ZIP=-1.33, Synergy_Bliss=-0.851, Synergy_Loewe=-10.8, Synergy_HSA=-1.93. Cell line: HCC-2998.